From a dataset of Forward reaction prediction with 1.9M reactions from USPTO patents (1976-2016). Predict the product of the given reaction. Given the reactants [CH3:1][S:2]([N:5]1[CH2:14][CH2:13][C:12]2[C:7](=[C:8]([C:15](OC)=[O:16])[CH:9]=[CH:10][CH:11]=2)[CH2:6]1)(=[O:4])=[O:3].[H-].C([Al+]CC(C)C)C(C)C, predict the reaction product. The product is: [CH3:1][S:2]([N:5]1[CH2:14][CH2:13][C:12]2[C:7](=[C:8]([CH2:15][OH:16])[CH:9]=[CH:10][CH:11]=2)[CH2:6]1)(=[O:4])=[O:3].